This data is from Rat liver microsome stability data. The task is: Regression/Classification. Given a drug SMILES string, predict its absorption, distribution, metabolism, or excretion properties. Task type varies by dataset: regression for continuous measurements (e.g., permeability, clearance, half-life) or binary classification for categorical outcomes (e.g., BBB penetration, CYP inhibition). Dataset: rlm. (1) The compound is COc1ccc(C2c3[nH]c4ccc(OC)cc4c3CCN2C(=O)Nc2ccccc2)cc1. The result is 1 (stable in rat liver microsomes). (2) The drug is C=C(C)[C@@H]1CC[C@]2(C(=O)NCCN(C)C)CC[C@]3(C)[C@H](CC[C@@H]4[C@@]5(C)CC=C(c6ccc(C(=O)O)cc6)C(C)(C)[C@@H]5CC[C@]43C)[C@@H]12. The result is 0 (unstable in rat liver microsomes). (3) The molecule is O=C(Nc1ccncc1)Nc1ccc(-c2nc(N3CCOCC3)c3ccn(CC(F)(F)F)c3n2)cc1. The result is 0 (unstable in rat liver microsomes). (4) The molecule is COc1ccc(-n2nc(C3CCCN(C(=O)Nc4ccccc4)C3)nc2O)cc1. The result is 0 (unstable in rat liver microsomes). (5) The result is 1 (stable in rat liver microsomes). The compound is O=C(c1nc(-c2ccc(Cl)nc2)c2ccccn12)N1CCCC1. (6) The result is 0 (unstable in rat liver microsomes). The compound is CCN1CCN([C@H](c2ccccc2)c2ccc(Cl)cc2)CC1. (7) The molecule is CS(=O)(=O)c1ccc(CNC(=O)c2ccc(OCCC(F)(F)F)nc2)cc1. The result is 0 (unstable in rat liver microsomes). (8) The molecule is OCCOCCN1CCN(C(c2ccccc2)c2ccc(Cl)cc2)CC1. The result is 1 (stable in rat liver microsomes).